This data is from Full USPTO retrosynthesis dataset with 1.9M reactions from patents (1976-2016). The task is: Predict the reactants needed to synthesize the given product. (1) Given the product [NH2:1][C:2]1[CH:25]=[CH:24][C:23]([C:27]2[CH:32]=[CH:31][CH:30]=[CH:29][CH:28]=2)=[CH:22][C:3]=1[C:4]([N:6]1[CH2:11][CH2:10][C:9]2([CH2:20][C:19](=[O:21])[C:18]3[C:13](=[CH:14][CH:15]=[CH:16][CH:17]=3)[O:12]2)[CH2:8][CH2:7]1)=[O:5], predict the reactants needed to synthesize it. The reactants are: [NH2:1][C:2]1[CH:25]=[CH:24][C:23](Br)=[CH:22][C:3]=1[C:4]([N:6]1[CH2:11][CH2:10][C:9]2([CH2:20][C:19](=[O:21])[C:18]3[C:13](=[CH:14][CH:15]=[CH:16][CH:17]=3)[O:12]2)[CH2:8][CH2:7]1)=[O:5].[C:27]1(OB(O)O)[CH:32]=[CH:31][CH:30]=[CH:29][CH:28]=1.C(=O)([O-])[O-].[Na+].[Na+]. (2) Given the product [O:27]1[CH2:28][CH2:29][O:25][CH:26]1[C:30]1[CH:35]=[CH:34][C:33]([C:36]2[CH:40]=[N:39][N:38]([CH3:1])[CH:37]=2)=[C:32]([N+:41]([O-:43])=[O:42])[CH:31]=1, predict the reactants needed to synthesize it. The reactants are: [CH2:1]1OCCOCCOCCOCCOCCOC1.CC(C)([O-])C.[K+].[O:25]1[CH2:29][CH2:28][O:27][CH:26]1[C:30]1[CH:35]=[CH:34][C:33]([C:36]2[CH:37]=[N:38][NH:39][CH:40]=2)=[C:32]([N+:41]([O-:43])=[O:42])[CH:31]=1.IC. (3) The reactants are: C(OC(=O)[NH:7][CH:8]([C:18]([N:20]1[CH2:25][CH2:24][CH:23]([CH3:26])[CH2:22][CH2:21]1)=[O:19])[CH2:9][CH2:10][C:11]1[CH:16]=[CH:15][CH:14]=[CH:13][C:12]=1[Cl:17])(C)(C)C.Cl. Given the product [ClH:17].[Cl:17][C:12]1[CH:13]=[CH:14][CH:15]=[CH:16][C:11]=1[CH2:10][CH2:9][CH:8]([NH2:7])[C:18]([N:20]1[CH2:21][CH2:22][CH:23]([CH3:26])[CH2:24][CH2:25]1)=[O:19], predict the reactants needed to synthesize it. (4) The reactants are: [N+](C1C=CC(CCN)=CC=1)([O-])=O.[CH3:13][O:14][C:15]1[CH:38]=[CH:37][C:18]([CH2:19][NH:20][C:21]2[CH:26]=[C:25]([C:27]3[CH:32]=[CH:31][CH:30]=[C:29]([O:33][CH3:34])[CH:28]=3)[N:24]=[C:23]([O:35][CH3:36])[N:22]=2)=[CH:17][CH:16]=1.[ClH:39]. Given the product [ClH:39].[CH3:13][O:14][C:15]1[CH:38]=[CH:37][C:18]([CH2:19][NH:20][C:21]2[CH:26]=[C:25]([C:27]3[CH:32]=[CH:31][CH:30]=[C:29]([O:33][CH3:34])[CH:28]=3)[N:24]=[C:23]([O:35][CH3:36])[N:22]=2)=[CH:17][CH:16]=1, predict the reactants needed to synthesize it. (5) Given the product [CH:1]([C:5]1[CH:15]=[CH:14][CH:13]=[CH:12][C:6]=1[O:7][CH2:8][C:9]([N:19]([CH:16]([CH3:18])[CH3:17])[NH:20][C:21](=[O:28])[C:22]1[CH:27]=[CH:26][CH:25]=[CH:24][CH:23]=1)=[O:11])([CH2:3][CH3:4])[CH3:2], predict the reactants needed to synthesize it. The reactants are: [CH:1]([C:5]1[CH:15]=[CH:14][CH:13]=[CH:12][C:6]=1[O:7][CH2:8][C:9]([OH:11])=O)([CH2:3][CH3:4])[CH3:2].[CH:16]([NH:19][NH:20][C:21](=[O:28])[C:22]1[CH:27]=[CH:26][CH:25]=[CH:24][CH:23]=1)([CH3:18])[CH3:17].C(N(CC)CC)C.C1C=CC2N(O)N=NC=2C=1.CCN=C=NCCCN(C)C. (6) Given the product [NH2:3][C:4]1[S:5][C:23]2[C:24](=[O:25])[NH:9][C:10]([CH3:12])([CH3:11])[CH2:26][C:22]=2[N:6]=1, predict the reactants needed to synthesize it. The reactants are: BrBr.[NH2:3][C:4]([NH2:6])=[S:5].CC[N:9](C(C)C)[CH:10]([CH3:12])[CH3:11].CCOC(C)=O.[CH2:22]1[CH2:26][O:25][CH2:24][CH2:23]1. (7) Given the product [CH3:4][O:5][C:6]([C:8]1[C:9]([OH:34])=[C:10]2[C:15](=[CH:16][N:17]=1)[N:14]([CH2:18][C:19]1[CH:24]=[CH:23][CH:22]=[CH:21][CH:20]=1)[C:13](=[O:25])[C:12]([CH2:26][CH2:27][C:28]1[CH:29]=[CH:30][CH:31]=[CH:32][CH:33]=1)=[CH:11]2)=[O:7], predict the reactants needed to synthesize it. The reactants are: CCO.[CH3:4][O:5][C:6]([C:8]1[C:9]([OH:34])=[C:10]2[C:15](=[CH:16][N:17]=1)[N:14]([CH2:18][C:19]1[CH:24]=[CH:23][CH:22]=[CH:21][CH:20]=1)[C:13](=[O:25])[C:12]([C:26]#[C:27][C:28]1[CH:33]=[CH:32][CH:31]=[CH:30][CH:29]=1)=[CH:11]2)=[O:7].